Dataset: Full USPTO retrosynthesis dataset with 1.9M reactions from patents (1976-2016). Task: Predict the reactants needed to synthesize the given product. (1) The reactants are: Cl.[CH3:2][O:3][C:4]([C:6]1[CH:7]=[C:8]2[C:13](=[CH:14][CH:15]=1)[CH2:12][NH:11][CH2:10][CH2:9]2)=[O:5].[C:16](O[C:16]([O:18][C:19]([CH3:22])([CH3:21])[CH3:20])=[O:17])([O:18][C:19]([CH3:22])([CH3:21])[CH3:20])=[O:17].C(N(CC)CC)C. Given the product [CH3:2][O:3][C:4]([C:6]1[CH:7]=[C:8]2[C:13](=[CH:14][CH:15]=1)[CH2:12][N:11]([C:16]([O:18][C:19]([CH3:22])([CH3:21])[CH3:20])=[O:17])[CH2:10][CH2:9]2)=[O:5], predict the reactants needed to synthesize it. (2) Given the product [CH3:57][O:56][C:52]1[CH:51]=[C:48]([CH:47]=[C:46]([O:45][CH3:44])[C:53]=1[O:54][CH3:55])[CH2:49][N:34]1[C:35]([C:37]([O:39][CH2:40][CH3:41])=[O:38])=[CH:36][C:32]([Si:31]([CH3:42])([CH3:43])[CH3:30])=[N:33]1, predict the reactants needed to synthesize it. The reactants are: COC1C=CC(OC)=CC=1C(=O)CN1C(C(OCC)=O)=CC(C2C=NC=CC=2)=N1.[CH3:30][Si:31]([CH3:43])([CH3:42])[C:32]1[CH:36]=[C:35]([C:37]([O:39][CH2:40][CH3:41])=[O:38])[NH:34][N:33]=1.[CH3:44][O:45][C:46]1[CH:47]=[C:48]([CH:51]=[C:52]([O:56][CH3:57])[C:53]=1[O:54][CH3:55])[CH2:49]Cl. (3) Given the product [OH:30][C:24]1([C:22]2[S:23][C:19]([C:4]3[CH:5]=[C:6]([NH:8][C:9]4[N:14]=[C:13]([C:15]([F:17])([F:18])[F:16])[CH:12]=[CH:11][N:10]=4)[CH:7]=[C:2]([CH3:1])[CH:3]=3)=[CH:20][N:21]=2)[CH2:25][CH2:26][N:27]([C:32]([NH2:33])=[O:31])[CH2:28][CH2:29]1, predict the reactants needed to synthesize it. The reactants are: [CH3:1][C:2]1[CH:3]=[C:4]([C:19]2[S:23][C:22]([C:24]3([OH:30])[CH2:29][CH2:28][NH:27][CH2:26][CH2:25]3)=[N:21][CH:20]=2)[CH:5]=[C:6]([NH:8][C:9]2[N:14]=[C:13]([C:15]([F:18])([F:17])[F:16])[CH:12]=[CH:11][N:10]=2)[CH:7]=1.[O-:31][C:32]#[N:33].[K+].Cl.